Dataset: Full USPTO retrosynthesis dataset with 1.9M reactions from patents (1976-2016). Task: Predict the reactants needed to synthesize the given product. (1) Given the product [C:1]([O:5][C:6](=[O:22])[NH:7][C:8]1[CH:13]=[C:12]([CH2:14][CH2:15][CH3:16])[C:11]([C:17]([F:20])([F:19])[F:18])=[CH:10][C:9]=1[NH:21][C:28](=[O:27])[CH2:29][C:30](=[O:43])[C:31]1[CH:36]=[CH:35][CH:34]=[C:33]([C:37]2[CH:38]=[N:39][CH:40]=[CH:41][CH:42]=2)[CH:32]=1)([CH3:2])([CH3:3])[CH3:4], predict the reactants needed to synthesize it. The reactants are: [C:1]([O:5][C:6](=[O:22])[NH:7][C:8]1[CH:13]=[C:12]([CH2:14][CH2:15][CH3:16])[C:11]([C:17]([F:20])([F:19])[F:18])=[CH:10][C:9]=1[NH2:21])([CH3:4])([CH3:3])[CH3:2].C([O:27][C:28](=O)[CH2:29][C:30](=[O:43])[C:31]1[CH:36]=[CH:35][CH:34]=[C:33]([C:37]2[CH:38]=[N:39][CH:40]=[CH:41][CH:42]=2)[CH:32]=1)(C)(C)C. (2) Given the product [C:39]([NH:26][C:15]1[CH:16]=[C:17]2[CH:24]=[C:23]([NH:25][C:31](=[O:32])[CH3:34])[CH:22]=[C:19]3[C:18]2=[C:13]([CH:14]=1)[C:12](=[O:27])[N:11]([C:3]1[CH:4]=[C:5]([CH:9]=[CH:10][C:2]=1[Cl:1])[C:6]([OH:8])=[O:7])[C:20]3=[O:21])(=[O:41])[CH3:40], predict the reactants needed to synthesize it. The reactants are: [Cl:1][C:2]1[CH:10]=[CH:9][C:5]([C:6]([OH:8])=[O:7])=[CH:4][C:3]=1[N:11]1[C:20](=[O:21])[C:19]2[CH:22]=[C:23]([NH2:25])[CH:24]=[C:17]3[C:18]=2[C:13](=[CH:14][C:15]([NH2:26])=[CH:16]3)[C:12]1=[O:27].CN([CH:31]=[O:32])C.N1C=CC=C[CH:34]=1.[C:39](Cl)(=[O:41])[CH3:40]. (3) Given the product [C:16]1([C:22]2[CH:23]=[CH:24][C:25]([N:28]3[CH2:33][CH2:32][N:31]([C:8]([NH:7][C:3]4[CH:2]=[N:1][CH:6]=[CH:5][CH:4]=4)=[O:15])[CH2:30][CH2:29]3)=[N:26][CH:27]=2)[CH:17]=[CH:18][CH:19]=[CH:20][CH:21]=1, predict the reactants needed to synthesize it. The reactants are: [N:1]1[CH:6]=[CH:5][CH:4]=[C:3]([NH:7][C:8](=[O:15])OCC(Cl)(Cl)Cl)[CH:2]=1.[C:16]1([C:22]2[CH:23]=[CH:24][C:25]([N:28]3[CH2:33][CH2:32][NH:31][CH2:30][CH2:29]3)=[N:26][CH:27]=2)[CH:21]=[CH:20][CH:19]=[CH:18][CH:17]=1.C(N(C(C)C)CC)(C)C.CS(C)=O. (4) Given the product [CH3:19][O:18][C:15]1[CH:16]=[CH:17][C:12]([CH2:11][NH:10][C@@H:8]([C:4]2[CH:5]=[CH:6][CH:7]=[C:2]([Cl:1])[CH:3]=2)[CH3:9])=[CH:13][C:14]=1[S:20]([N:23]1[CH2:24][CH2:25][O:26][CH2:27][CH2:28]1)(=[O:22])=[O:21], predict the reactants needed to synthesize it. The reactants are: [Cl:1][C:2]1[CH:3]=[C:4]([C@H:8]([NH:10][C:11](=O)[C:12]2[CH:17]=[CH:16][C:15]([O:18][CH3:19])=[C:14]([S:20]([N:23]3[CH2:28][CH2:27][O:26][CH2:25][CH2:24]3)(=[O:22])=[O:21])[CH:13]=2)[CH3:9])[CH:5]=[CH:6][CH:7]=1.B. (5) Given the product [C:14]1([C:35]2[CH:34]=[CH:33][CH:38]=[CH:37][CH:36]=2)[CH:13]=[CH:12][C:11]([CH:9]([N:5]([C:26]([O:28][C:29]([CH3:30])([CH3:31])[CH3:32])=[O:27])[C:6]([O:7][C:11]([CH3:16])([CH3:12])[CH3:9])=[O:8])[CH3:10])=[CH:16][CH:15]=1, predict the reactants needed to synthesize it. The reactants are: CC([N:5]([CH:9]([C:11]1[CH:16]=[CH:15][C:14](Br)=[CH:13][CH:12]=1)[CH3:10])[C:6](=[O:8])[O-:7])(C)C.[C:26](O[C:26]([O:28][C:29]([CH3:32])([CH3:31])[CH3:30])=[O:27])([O:28][C:29]([CH3:32])([CH3:31])[CH3:30])=[O:27].[CH3:33][CH2:34][CH2:35][CH2:36][CH2:37][CH3:38]. (6) Given the product [C:28]([C:23]1[CH:24]=[CH:25][CH:26]=[CH:27][C:22]=1[C:19]1[CH:20]=[CH:21][C:16]([CH2:15][C:12]2[C:13](=[O:14])[N:8]([C:5]3[CH:6]=[CH:7][C:2]([O:1][C:37]([CH3:43])([CH3:42])[C:38]([O:40][CH3:41])=[O:39])=[CH:3][CH:4]=3)[C:9]3[N:10]([N:33]=[CH:34][N:35]=3)[C:11]=2[CH2:30][CH2:31][CH3:32])=[CH:17][CH:18]=1)#[N:29], predict the reactants needed to synthesize it. The reactants are: [OH:1][C:2]1[CH:7]=[CH:6][C:5]([N:8]2[C:13](=[O:14])[C:12]([CH2:15][C:16]3[CH:21]=[CH:20][C:19]([C:22]4[C:23]([C:28]#[N:29])=[CH:24][CH:25]=[CH:26][CH:27]=4)=[CH:18][CH:17]=3)=[C:11]([CH2:30][CH2:31][CH3:32])[N:10]3[N:33]=[CH:34][N:35]=[C:9]23)=[CH:4][CH:3]=1.Br[C:37]([CH3:43])([CH3:42])[C:38]([O:40][CH3:41])=[O:39].C(=O)([O-])[O-].[Cs+].[Cs+].Cl. (7) Given the product [F:14][C:15]1[C:16]([O:22][CH3:23])=[C:17]([F:21])[CH:18]=[CH:19][C:20]=1[CH:11]=[O:12], predict the reactants needed to synthesize it. The reactants are: C([N-]C(C)C)(C)C.[Li+].C1C[O:12][CH2:11]C1.[F:14][C:15]1[CH:20]=[CH:19][CH:18]=[C:17]([F:21])[C:16]=1[O:22][CH3:23].CN(C=O)C.